Dataset: Aqueous solubility values for 9,982 compounds from the AqSolDB database. Task: Regression/Classification. Given a drug SMILES string, predict its absorption, distribution, metabolism, or excretion properties. Task type varies by dataset: regression for continuous measurements (e.g., permeability, clearance, half-life) or binary classification for categorical outcomes (e.g., BBB penetration, CYP inhibition). For this dataset (solubility_aqsoldb), we predict Y. (1) The compound is O=C(Oc1ccccc1)n1c(=O)[nH]cc(F)c1=O. The Y is -3.22 log mol/L. (2) The drug is Oc1ccc(I)cc1. The Y is -1.71 log mol/L. (3) The molecule is CCCCCCCC(C)=O. The Y is -2.93 log mol/L. (4) The drug is O=C(O)C(SCCSC(C(=O)O)c1ccccc1)c1ccccc1. The Y is -3.41 log mol/L. (5) The compound is CC(=O)O[C@H]1C[C@H]2CC[C@@]1(C)C2(C)C. The Y is -3.09 log mol/L. (6) The drug is CC(=O)Nc1ccc(N)c(S(=O)(=O)O)c1. The Y is -1.23 log mol/L. (7) The drug is CCC(C)(N)C(=O)O. The Y is 0.380 log mol/L. (8) The compound is CCCCS(=O)(=O)NS(=O)(=O)CCCC. The Y is -0.760 log mol/L. (9) The molecule is COC(=O)c1ccccc1. The Y is -1.81 log mol/L. (10) The molecule is Clc1ccc(Oc2cccc(Cl)c2)cc1. The Y is -5.39 log mol/L.